From a dataset of Reaction yield outcomes from USPTO patents with 853,638 reactions. Predict the reaction yield, written as a fraction of the theoretical maximum amount of product (1.0 means a 100% yield; for example, 0.34 means a 34% yield). The reactants are [C:1]([C:5]1[CH:10]=[CH:9][C:8](I)=[CH:7][CH:6]=1)([CH3:4])([CH3:3])[CH3:2].[CH3:12][O:13][C:14]1[CH:28]=[C:27]([O:29][CH3:30])[CH:26]=[CH:25][C:15]=1[CH2:16][N:17]1[C@@H:21]([C:22]#[CH:23])[CH2:20][CH2:19][C:18]1=[O:24].O. The catalyst is C(N(CC)CC)C.[Cu](I)I.Cl[Pd](Cl)([P](C1C=CC=CC=1)(C1C=CC=CC=1)C1C=CC=CC=1)[P](C1C=CC=CC=1)(C1C=CC=CC=1)C1C=CC=CC=1. The product is [C:1]([C:5]1[CH:10]=[CH:9][C:8]([C:23]#[C:22][C@@H:21]2[N:17]([CH2:16][C:15]3[CH:25]=[CH:26][C:27]([O:29][CH3:30])=[CH:28][C:14]=3[O:13][CH3:12])[C:18](=[O:24])[CH2:19][CH2:20]2)=[CH:7][CH:6]=1)([CH3:4])([CH3:3])[CH3:2]. The yield is 0.840.